Dataset: Forward reaction prediction with 1.9M reactions from USPTO patents (1976-2016). Task: Predict the product of the given reaction. The product is: [N:1]1([CH2:6][C@@H:7]2[C@H:10]([NH:11][C:12](=[O:70])/[C:13](=[N:27]\[O:28][C@@H:29]([CH2:46][O:47][C:48]3[CH:49]=[CH:50][C:51]([C:54](=[NH:69])[NH:55][CH:56]4[CH2:61][CH2:60][NH:59][CH2:58][CH2:57]4)=[CH:52][CH:53]=3)[C:30]([OH:32])=[O:31])/[C:14]3[N:15]=[C:16]([NH2:19])[S:17][CH:18]=3)[C:9](=[O:71])[N:8]2[S:72]([OH:75])(=[O:74])=[O:73])[CH:5]=[N:4][CH:3]=[N:2]1. Given the reactants [N:1]1([CH2:6][C@@H:7]2[C@H:10]([NH:11][C:12](=[O:70])/[C:13](=[N:27]\[O:28][C@@H:29]([CH2:46][O:47][C:48]3[CH:53]=[CH:52][C:51]([C:54](=[NH:69])[NH:55][CH:56]4[CH2:61][CH2:60][N:59](C(OC(C)(C)C)=O)[CH2:58][CH2:57]4)=[CH:50][CH:49]=3)[C:30]([O:32]C(C3C=CC=CC=3)C3C=CC=CC=3)=[O:31])/[C:14]3[N:15]=[C:16]([NH:19]C(OC(C)(C)C)=O)[S:17][CH:18]=3)[C:9](=[O:71])[N:8]2[S:72]([OH:75])(=[O:74])=[O:73])[CH:5]=[N:4][CH:3]=[N:2]1.C(O)(C(F)(F)F)=O, predict the reaction product.